Dataset: Full USPTO retrosynthesis dataset with 1.9M reactions from patents (1976-2016). Task: Predict the reactants needed to synthesize the given product. (1) Given the product [Br:30][C:3]1[CH:2]([CH2:14][NH:15][C:16](=[O:22])[O:17][C:18]([CH3:19])([CH3:21])[CH3:20])[O:1][B:6]2[C:5]3[C:4]=1[CH:13]=[CH:12][O:11][CH2:10][C:9]=3[CH2:8][O:7]2, predict the reactants needed to synthesize it. The reactants are: [O:1]1[B:6]2[O:7][CH2:8][C:9]3[CH2:10][O:11][CH:12]=[CH:13][C:4]([C:5]=32)=[CH:3][CH:2]1[CH2:14][NH:15][C:16](=[O:22])[O:17][C:18]([CH3:21])([CH3:20])[CH3:19].C1C(=O)N([Br:30])C(=O)C1.CC(N=NC(C#N)(C)C)(C#N)C. (2) Given the product [N:1]1[N:2]([C:6]2[CH:7]=[C:8]([NH:12][C:13]3[C:18]([C:19]([NH2:21])=[O:20])=[CH:17][N:16]=[C:15]([NH:22][C@@H:23]4[CH2:28][CH2:27][CH2:26][CH2:25][C@@H:24]4[NH2:29])[N:14]=3)[CH:9]=[CH:10][CH:11]=2)[N:3]=[CH:4][CH:5]=1.[N:30]1[N:31]([C:35]2[CH:36]=[C:37]([NH:41][C:42]3[C:47]([C:48]([NH2:50])=[O:49])=[CH:46][N:45]=[C:44]([NH:51][C@@H:52]4[CH2:57][CH2:56][CH2:55][CH2:54][C@@H:53]4[NH:58][CH:19]=[O:20])[N:43]=3)[CH:38]=[CH:39][CH:40]=2)[N:32]=[CH:33][CH:34]=1, predict the reactants needed to synthesize it. The reactants are: [N:1]1[N:2]([C:6]2[CH:7]=[C:8]([NH:12][C:13]3[C:18]([C:19]([NH2:21])=[O:20])=[CH:17][N:16]=[C:15]([NH:22][C@H:23]4[CH2:28][CH2:27][CH2:26][CH2:25][C@H:24]4[NH2:29])[N:14]=3)[CH:9]=[CH:10][CH:11]=2)[N:3]=[CH:4][CH:5]=1.[N:30]1[N:31]([C:35]2[CH:36]=[C:37]([NH:41][C:42]3[C:47]([C:48]([NH2:50])=[O:49])=[CH:46][N:45]=[C:44]([NH:51][C@@H:52]4[CH2:57][CH2:56][CH2:55][CH2:54][C@@H:53]4[NH2:58])[N:43]=3)[CH:38]=[CH:39][CH:40]=2)[N:32]=[CH:33][CH:34]=1. (3) Given the product [C:1]1([S:7]([N:10]2[C:18]3[C:13](=[CH:14][C:15]([O:19][CH2:20][CH2:21][NH:22][C:30](=[O:32])[CH3:31])=[CH:16][CH:17]=3)[CH:12]=[CH:11]2)(=[O:9])=[O:8])[CH:2]=[CH:3][CH:4]=[CH:5][CH:6]=1, predict the reactants needed to synthesize it. The reactants are: [C:1]1([S:7]([N:10]2[C:18]3[C:13](=[CH:14][C:15]([O:19][CH2:20][CH2:21][NH2:22])=[CH:16][CH:17]=3)[CH:12]=[CH:11]2)(=[O:9])=[O:8])[CH:6]=[CH:5][CH:4]=[CH:3][CH:2]=1.C(N(CC)CC)C.[C:30](Cl)(=[O:32])[CH3:31]. (4) Given the product [Br:3][C:4]1[C:5]([CH2:11][OH:12])=[C:6]([SH:10])[CH:7]=[CH:8][CH:9]=1, predict the reactants needed to synthesize it. The reactants are: [BH4-].[Na+].[Br:3][C:4]1[C:5]([CH:11]=[O:12])=[C:6]([SH:10])[CH:7]=[CH:8][CH:9]=1. (5) The reactants are: C[O:2][C:3]([C:5]1[S:6][C:7]([C:23]2[CH:28]=[CH:27][CH:26]=[C:25]([F:29])[CH:24]=2)=[CH:8][C:9]=1[N:10]([CH:20]([CH3:22])[CH3:21])[C:11]([CH:13]1[CH2:18][CH2:17][CH:16]([CH3:19])[CH2:15][CH2:14]1)=[O:12])=[O:4].O.[Li+].[OH-]. Given the product [F:29][C:25]1[CH:24]=[C:23]([C:7]2[S:6][C:5]([C:3]([OH:4])=[O:2])=[C:9]([N:10]([CH:20]([CH3:22])[CH3:21])[C:11]([CH:13]3[CH2:18][CH2:17][CH:16]([CH3:19])[CH2:15][CH2:14]3)=[O:12])[CH:8]=2)[CH:28]=[CH:27][CH:26]=1, predict the reactants needed to synthesize it. (6) Given the product [CH3:1][O:2][C:3](=[O:15])[C:4]1[C:9]([N+:10]([O-:12])=[O:11])=[CH:8][CH:7]=[CH:6][C:5]=1[CH2:13][N:16]([C:17]([O:19][C:20]([CH3:23])([CH3:22])[CH3:21])=[O:18])[C:24]([O:26][C:27]([CH3:28])([CH3:29])[CH3:30])=[O:25], predict the reactants needed to synthesize it. The reactants are: [CH3:1][O:2][C:3](=[O:15])[C:4]1[C:9]([N+:10]([O-:12])=[O:11])=[CH:8][CH:7]=[CH:6][C:5]=1[CH2:13]Br.[NH:16]([C:24]([O:26][C:27]([CH3:30])([CH3:29])[CH3:28])=[O:25])[C:17]([O:19][C:20]([CH3:23])([CH3:22])[CH3:21])=[O:18].C(=O)([O-])[O-].[Cs+].[Cs+].O.